This data is from Full USPTO retrosynthesis dataset with 1.9M reactions from patents (1976-2016). The task is: Predict the reactants needed to synthesize the given product. (1) Given the product [Cl:23][C:24]1[CH:29]=[C:28]([Cl:30])[CH:27]=[CH:26][C:25]=1[CH2:31][NH:32][C:10](=[O:18])[C@@H:11]1[CH2:15][CH2:14][C:13](=[O:16])[N:12]1[CH3:17], predict the reactants needed to synthesize it. The reactants are: FC1C=CC(CN[C:10](=[O:18])[C@@H:11]2[CH2:15][CH2:14][C:13](=[O:16])[N:12]2[CH3:17])=C(C(F)(F)F)C=1.[Cl:23][C:24]1[CH:29]=[C:28]([Cl:30])[CH:27]=[CH:26][C:25]=1[CH2:31][NH2:32].FC1C=CC(CN)=C(C(F)(F)F)C=1. (2) Given the product [CH3:35][C:30]1[CH:31]=[CH:32][CH:33]=[CH:34][C:29]=1[C:26]1[CH:27]=[CH:28][C:23]([C:21]2[O:20][N:19]=[C:2]([C:3]3[CH:4]=[CH:5][C:6]([C@H:9]([NH:11][C:12](=[O:18])[O:13][C:14]([CH3:16])([CH3:17])[CH3:15])[CH3:10])=[CH:7][CH:8]=3)[N:1]=2)=[CH:24][C:25]=1[C:36]([F:39])([F:37])[F:38], predict the reactants needed to synthesize it. The reactants are: [NH2:1]/[C:2](=[N:19]\[O:20][C:21]([C:23]1[CH:28]=[CH:27][C:26]([C:29]2[CH:34]=[CH:33][CH:32]=[CH:31][C:30]=2[CH3:35])=[C:25]([C:36]([F:39])([F:38])[F:37])[CH:24]=1)=O)/[C:3]1[CH:8]=[CH:7][C:6]([C@H:9]([NH:11][C:12](=[O:18])[O:13][C:14]([CH3:17])([CH3:16])[CH3:15])[CH3:10])=[CH:5][CH:4]=1. (3) The reactants are: [CH3:1][O:2][C:3]1[CH:4]=[C:5]2[C:21](=[CH:22][CH:23]=1)[C:8]1([CH2:13][CH2:12][N:11]([C:14]([O:16][C:17]([CH3:20])([CH3:19])[CH3:18])=[O:15])[CH2:10][CH2:9]1)[CH:7]=[CH:6]2. Given the product [CH3:1][O:2][C:3]1[CH:4]=[C:5]2[C:21](=[CH:22][CH:23]=1)[C:8]1([CH2:9][CH2:10][N:11]([C:14]([O:16][C:17]([CH3:20])([CH3:18])[CH3:19])=[O:15])[CH2:12][CH2:13]1)[CH2:7][CH2:6]2, predict the reactants needed to synthesize it. (4) Given the product [S:15]1[C:13]2[CH:14]=[C:9]([NH2:8])[N:10]=[CH:11][C:12]=2[N:25]=[CH:16]1, predict the reactants needed to synthesize it. The reactants are: COC1C=CC(C[NH:8][C:9]2[CH:14]=[C:13]([S:15][CH2:16]C3C=CC(OC)=CC=3)[C:12]([NH2:25])=[CH:11][N:10]=2)=CC=1.C(O)(C(F)(F)F)=O. (5) Given the product [Br:8][C:4]1[CH:5]=[CH:6][CH:7]=[C:2]([CH2:15][C:14]2[CH:17]=[CH:18][C:11]([F:10])=[CH:12][CH:13]=2)[N:3]=1, predict the reactants needed to synthesize it. The reactants are: Br[C:2]1[CH:7]=[CH:6][CH:5]=[C:4]([Br:8])[N:3]=1.[Br-].[F:10][C:11]1[CH:18]=[CH:17][C:14]([CH2:15][Zn+])=[CH:13][CH:12]=1.